From a dataset of Forward reaction prediction with 1.9M reactions from USPTO patents (1976-2016). Predict the product of the given reaction. (1) The product is: [Br:30][C:24]1[C:23]2[C:27](=[CH:28][CH:29]=[C:21]([NH:20][C:16]([C:9]3[CH:8]([C:5]4[CH:6]=[CH:7][C:2]([Cl:1])=[CH:3][C:4]=4[F:19])[CH2:13][C:12](=[O:14])[NH:11][C:10]=3[CH3:15])=[O:18])[CH:22]=2)[NH:26][N:25]=1. Given the reactants [Cl:1][C:2]1[CH:7]=[CH:6][C:5]([CH:8]2[CH2:13][C:12](=[O:14])[NH:11][C:10]([CH3:15])=[C:9]2[C:16]([OH:18])=O)=[C:4]([F:19])[CH:3]=1.[NH2:20][C:21]1[CH:22]=[C:23]2[C:27](=[CH:28][CH:29]=1)[NH:26][N:25]=[C:24]2[Br:30].C(Cl)CCl.CCN(CC)CC, predict the reaction product. (2) Given the reactants [CH3:1][S:2]([O:5][CH2:6][C:7]([C:21]1[CH:26]=[CH:25][CH:24]=[C:23]([Br:27])[CH:22]=1)([C:14]1[CH:19]=[CH:18][CH:17]=[C:16]([Br:20])[CH:15]=1)[CH2:8]OS(C)(=O)=O)(=[O:4])=[O:3].CN1C(=O)N(C)CCC1.[N-:37]=[N+:38]=[N-:39].[Na+], predict the reaction product. The product is: [CH3:1][S:2]([O:5][CH2:6][C:7]([C:21]1[CH:26]=[CH:25][CH:24]=[C:23]([Br:27])[CH:22]=1)([C:14]1[CH:19]=[CH:18][CH:17]=[C:16]([Br:20])[CH:15]=1)[CH2:8][N:37]=[N+:38]=[N-:39])(=[O:4])=[O:3]. (3) Given the reactants [CH3:1][O:2][C:3]1[CH:10]=[CH:9][CH:8]=[CH:7][C:4]=1[CH:5]=O.[NH2:11][C:12]1[N:13]=[N:14][C:15]([CH3:18])=[CH:16][CH:17]=1.C([O:21][C:22](=O)[C:23]([OH:34])=[CH:24][C:25](=[O:33])[C:26]1[CH:31]=[CH:30][C:29]([CH3:32])=[CH:28][CH:27]=1)C, predict the reaction product. The product is: [OH:34][C:23]1[C:22](=[O:21])[N:11]([C:12]2[N:13]=[N:14][C:15]([CH3:18])=[CH:16][CH:17]=2)[CH:5]([C:4]2[CH:7]=[CH:8][CH:9]=[CH:10][C:3]=2[O:2][CH3:1])[C:24]=1[C:25](=[O:33])[C:26]1[CH:31]=[CH:30][C:29]([CH3:32])=[CH:28][CH:27]=1. (4) Given the reactants Cl.[C:2]([O:6][C:7](=[O:14])[C@H:8]([C:10]([CH3:13])([CH3:12])[CH3:11])[NH2:9])([CH3:5])([CH3:4])[CH3:3].C(N(CC)CC)C.[O:22]([CH2:29][C:30](Cl)=[O:31])[C:23]1[CH:28]=[CH:27][CH:26]=[CH:25][CH:24]=1, predict the reaction product. The product is: [CH3:11][C:10]([CH3:13])([CH3:12])[C@H:8]([NH:9][C:30](=[O:31])[CH2:29][O:22][C:23]1[CH:28]=[CH:27][CH:26]=[CH:25][CH:24]=1)[C:7]([O:6][C:2]([CH3:5])([CH3:4])[CH3:3])=[O:14]. (5) Given the reactants [CH3:1][O:2][C:3]1[CH:4]=[C:5]2[C:9](=[CH:10][CH:11]=1)[NH:8][C:7](=[O:12])[CH2:6]2.[O:13]1[CH2:18][CH2:17][N:16]([C:19]2[N:24]=[CH:23][C:22]([C:25]3[C:33]4[C:28](=[CH:29][C:30]([CH:34]=O)=[CH:31][CH:32]=4)[N:27]([CH2:36][O:37][CH2:38][CH2:39][Si:40]([CH3:43])([CH3:42])[CH3:41])[N:26]=3)=[CH:21][CH:20]=2)[CH2:15][CH2:14]1.N1CCCCC1, predict the reaction product. The product is: [CH3:1][O:2][C:3]1[CH:4]=[C:5]2[C:9](=[CH:10][CH:11]=1)[NH:8][C:7](=[O:12])/[C:6]/2=[CH:34]/[C:30]1[CH:29]=[C:28]2[C:33]([C:25]([C:22]3[CH:23]=[N:24][C:19]([N:16]4[CH2:17][CH2:18][O:13][CH2:14][CH2:15]4)=[CH:20][CH:21]=3)=[N:26][N:27]2[CH2:36][O:37][CH2:38][CH2:39][Si:40]([CH3:43])([CH3:41])[CH3:42])=[CH:32][CH:31]=1.